From a dataset of Forward reaction prediction with 1.9M reactions from USPTO patents (1976-2016). Predict the product of the given reaction. (1) Given the reactants [F:1][C:2]1[CH:3]=[C:4]([CH2:23][N:24]2C(=O)C3C(=CC=CC=3)C2=O)[CH:5]=[C:6]([C:8]2[C:9]([O:18][CH2:19][CH2:20][O:21][CH3:22])=[N:10][C:11]([C:14]([F:17])([F:16])[F:15])=[CH:12][CH:13]=2)[CH:7]=1.NN.O, predict the reaction product. The product is: [F:1][C:2]1[CH:3]=[C:4]([CH2:23][NH2:24])[CH:5]=[C:6]([C:8]2[C:9]([O:18][CH2:19][CH2:20][O:21][CH3:22])=[N:10][C:11]([C:14]([F:17])([F:16])[F:15])=[CH:12][CH:13]=2)[CH:7]=1. (2) Given the reactants [OH:1][C:2]([C:5]1[O:9][N:8]=[C:7]([CH2:10][OH:11])[CH:6]=1)([CH3:4])[CH3:3], predict the reaction product. The product is: [OH:1][C:2]([C:5]1[O:9][N:8]=[C:7]([CH:10]=[O:11])[CH:6]=1)([CH3:3])[CH3:4].